Dataset: Peptide-MHC class I binding affinity with 185,985 pairs from IEDB/IMGT. Task: Regression. Given a peptide amino acid sequence and an MHC pseudo amino acid sequence, predict their binding affinity value. This is MHC class I binding data. (1) The peptide sequence is NVAYNVVNK. The MHC is HLA-A68:01 with pseudo-sequence HLA-A68:01. The binding affinity (normalized) is 0.683. (2) The peptide sequence is YNTPTFAIK. The MHC is HLA-A33:01 with pseudo-sequence HLA-A33:01. The binding affinity (normalized) is 0.462. (3) The peptide sequence is RFDEAIINY. The MHC is HLA-B27:05 with pseudo-sequence HLA-B27:05. The binding affinity (normalized) is 0.0847.